This data is from Experimentally validated miRNA-target interactions with 360,000+ pairs, plus equal number of negative samples. The task is: Binary Classification. Given a miRNA mature sequence and a target amino acid sequence, predict their likelihood of interaction. (1) The miRNA is hsa-miR-1224-5p with sequence GUGAGGACUCGGGAGGUGG. The protein sequence of the target gene is MAALQSAPDSPATQLEPAEDGSECDADPEEEEEEEQQEEEDEEEEEEVVVEEVATPVQEVAEVEVEANSADNGGGDDDDDGGGGDDDVEEVLAEEQTLSLGTQERHSNGGHAKAPVLQGKALQTSRVSPTTQDEDVEEEEEEEDEEHFLTQGLVTFEDVAVYFSLEEWERLGVDQRDLYREVMQENYGILVSLGYPIPKPDLIFHLEQGEEPWVEDGPHPEEGDVVTGVYTGAWFWNDDIEDHEEEDDEDFLAEVAEEENEPPGLWSAAYGVGDVPGTWGPDDSDSVQTPEGWGPNPGSL.... Result: 0 (no interaction). (2) The miRNA is hsa-miR-622 with sequence ACAGUCUGCUGAGGUUGGAGC. The protein sequence of the target gene is MAVRQAATAGTPGPRREEEAALLFERAHYRHDPRWLLPVTPRLCLACALELLPDPGVSLVRKKHMLSCFQDALVRHTSLVTQLVSQDQRVCIHFISVLFGLLCSMEDGSVTDLCIEVLIQITTQLKLEQTIRCLLDECHKELCNMPSMRGSLATLTLLGKLVDAIPALADELVMEHGNLMEHLLRGLVYPSEGIQASVCYLYGKLYSSPVAAEMLSGHFREKLFPLFLSILDGAQTKELQINCLGLLRQLLKYDLFVSMIMNQDGLGESAKNIEGSSGNTSLPLVLKKLLLSRDETLQVA.... Result: 0 (no interaction).